From a dataset of Catalyst prediction with 721,799 reactions and 888 catalyst types from USPTO. Predict which catalyst facilitates the given reaction. (1) Reactant: [OH:1][C:2]([C:5]1[CH:10]=[CH:9][C:8]([CH2:11][CH:12]([OH:15])CO)=[CH:7][CH:6]=1)([CH3:4])[CH3:3].I([O-])(=O)(=O)=O.[Na+]. Product: [OH:1][C:2]([C:5]1[CH:10]=[CH:9][C:8]([CH2:11][CH:12]=[O:15])=[CH:7][CH:6]=1)([CH3:4])[CH3:3]. The catalyst class is: 581. (2) Reactant: F[C:2]1[CH:7]=[CH:6][C:5]([C:8]([C:10]2[CH:11]=[N:12][C:13]3[C:18]([C:19]=2[C:20]2[CH:25]=[CH:24][CH:23]=[CH:22][CH:21]=2)=[CH:17][CH:16]=[CH:15][C:14]=3[C:26]([F:29])([F:28])[F:27])=[O:9])=[CH:4][CH:3]=1.[OH-].[NH4+:31]. Product: [NH2:31][C:2]1[CH:7]=[CH:6][C:5]([C:8]([C:10]2[CH:11]=[N:12][C:13]3[C:18]([C:19]=2[C:20]2[CH:25]=[CH:24][CH:23]=[CH:22][CH:21]=2)=[CH:17][CH:16]=[CH:15][C:14]=3[C:26]([F:27])([F:28])[F:29])=[O:9])=[CH:4][CH:3]=1. The catalyst class is: 6. (3) Reactant: [CH3:1][O:2][C:3](=[O:23])[CH2:4][C:5](=[N:21][OH:22])[NH:6][C:7]([C:9]1[NH:10][C:11]2[C:16]([CH:17]=1)=[CH:15][CH:14]=[CH:13][C:12]=2[N+:18]([O-:20])=[O:19])=O.N1C=CC=CC=1. Product: [CH3:1][O:2][C:3](=[O:23])[CH2:4][C:5]1[N:6]=[C:7]([C:9]2[NH:10][C:11]3[C:16]([CH:17]=2)=[CH:15][CH:14]=[CH:13][C:12]=3[N+:18]([O-:20])=[O:19])[O:22][N:21]=1. The catalyst class is: 3.